From a dataset of Reaction yield outcomes from USPTO patents with 853,638 reactions. Predict the reaction yield, written as a fraction of the theoretical maximum amount of product (1.0 means a 100% yield; for example, 0.34 means a 34% yield). The reactants are C(OC(N(C)[C@@H](C)C(N[C@@H](C(C)(C)C)C(N1[C@H](C(=O)N[C@H]2C3C(=CC=CC=3)CCC2)CC2C(=CC(C(O)=O)=CC=2)C1)=O)=O)=O)(C)(C)C.[C:48]([O:52][C:53]([N:55]1[C@H:64]([C:65](=[O:77])[NH:66][C@H:67]2[C:76]3[C:71](=[CH:72][CH:73]=[CH:74][CH:75]=3)[CH2:70][CH2:69][CH2:68]2)[CH2:63][C:62]2[C:57](=[CH:58][C:59]([O:78][C@@H:79]3[CH2:83][N:82]([C:84]([O:86][C:87]([CH3:90])([CH3:89])[CH3:88])=[O:85])[C@H:81]([C:91]([O:93]C)=[O:92])[CH2:80]3)=[CH:60][CH:61]=2)[CH2:56]1)=[O:54])([CH3:51])([CH3:50])[CH3:49]. No catalyst specified. The product is [C:87]([O:86][C:84]([N:82]1[CH2:83][C@@H:79]([O:78][C:59]2[CH:58]=[C:57]3[C:62]([CH2:63][C@@H:64]([C:65](=[O:77])[NH:66][C@H:67]4[C:76]5[C:71](=[CH:72][CH:73]=[CH:74][CH:75]=5)[CH2:70][CH2:69][CH2:68]4)[N:55]([C:53]([O:52][C:48]([CH3:51])([CH3:50])[CH3:49])=[O:54])[CH2:56]3)=[CH:61][CH:60]=2)[CH2:80][C@H:81]1[C:91]([OH:93])=[O:92])=[O:85])([CH3:88])([CH3:89])[CH3:90]. The yield is 0.940.